Task: Regression/Classification. Given a drug SMILES string, predict its absorption, distribution, metabolism, or excretion properties. Task type varies by dataset: regression for continuous measurements (e.g., permeability, clearance, half-life) or binary classification for categorical outcomes (e.g., BBB penetration, CYP inhibition). Dataset: cyp2d6_veith.. Dataset: CYP2D6 inhibition data for predicting drug metabolism from PubChem BioAssay (1) The compound is Cc1noc(C)c1C(=O)N1CCC[C@@]2(CCN(C(=O)Nc3cccc(F)c3)C2)C1. The result is 0 (non-inhibitor). (2) The result is 0 (non-inhibitor). The drug is CC(=O)c1c(O)cc(=O)n(-c2ccccc2)c1-c1cccc2ccccc12. (3) The molecule is O=[N+]([O-])c1c(NCCO)cc(Sc2nc3ccccc3s2)c2nonc12. The result is 1 (inhibitor). (4) The result is 0 (non-inhibitor). The molecule is COc1ccc(C2C(C#N)=C(N)OC3=C2C(=O)CC(C)(C)C3)c([N+](=O)[O-])c1OC.